From a dataset of Forward reaction prediction with 1.9M reactions from USPTO patents (1976-2016). Predict the product of the given reaction. Given the reactants [C:1]([C:4]1([CH2:7][CH2:8][CH2:9][CH2:10][CH2:11][C:12](=[O:24])[CH2:13][CH2:14][CH2:15][CH2:16][CH2:17]C(C)(C)C(O)=O)[CH2:6][CH2:5]1)([OH:3])=[O:2].[OH-].[Na+].[BH4-].[Na+].Cl, predict the reaction product. The product is: [OH:24][CH:12]([CH2:13][CH2:14][CH2:15][CH2:16][CH3:17])[CH2:11][CH2:10][CH2:9][CH2:8][CH2:7][C:4]([CH3:5])([CH3:6])[C:1]([OH:3])=[O:2].